This data is from Merck oncology drug combination screen with 23,052 pairs across 39 cell lines. The task is: Regression. Given two drug SMILES strings and cell line genomic features, predict the synergy score measuring deviation from expected non-interaction effect. (1) Drug 2: NC1(c2ccc(-c3nc4ccn5c(=O)[nH]nc5c4cc3-c3ccccc3)cc2)CCC1. Drug 1: CC(=O)OC1C(=O)C2(C)C(O)CC3OCC3(OC(C)=O)C2C(OC(=O)c2ccccc2)C2(O)CC(OC(=O)C(O)C(NC(=O)c3ccccc3)c3ccccc3)C(C)=C1C2(C)C. Cell line: UWB1289. Synergy scores: synergy=11.7. (2) Drug 1: O=P1(N(CCCl)CCCl)NCCCO1. Drug 2: Cn1cc(-c2cnn3c(N)c(Br)c(C4CCCNC4)nc23)cn1. Cell line: A375. Synergy scores: synergy=11.9.